Dataset: Reaction yield outcomes from USPTO patents with 853,638 reactions. Task: Predict the reaction yield, written as a fraction of the theoretical maximum amount of product (1.0 means a 100% yield; for example, 0.34 means a 34% yield). (1) The reactants are [C:1]([O:5][C:6]([N:8]1[CH2:12][C@H:11]([S:13][CH2:14][C:15]2[CH:20]=[CH:19][C:18]([O:21][CH3:22])=[CH:17][CH:16]=2)[CH2:10][C@H:9]1[CH2:23][NH:24][CH2:25][C:26]1[CH:31]=[C:30]([F:32])[CH:29]=[CH:28][C:27]=1[F:33])=[O:7])([CH3:4])([CH3:3])[CH3:2].C(N(C(C)C)C(C)C)C.Cl[C:44]([O:46][CH2:47][CH:48]1[C:60]2[CH:59]=[CH:58][CH:57]=[CH:56][C:55]=2[C:54]2[C:49]1=[CH:50][CH:51]=[CH:52][CH:53]=2)=[O:45].C([O-])(O)=O.[Na+]. The catalyst is C(Cl)Cl.CN(C1C=CN=CC=1)C. The product is [C:1]([O:5][C:6]([N:8]1[CH2:12][C@H:11]([S:13][CH2:14][C:15]2[CH:20]=[CH:19][C:18]([O:21][CH3:22])=[CH:17][CH:16]=2)[CH2:10][C@H:9]1[CH2:23][N:24]([CH2:25][C:26]1[CH:31]=[C:30]([F:32])[CH:29]=[CH:28][C:27]=1[F:33])[C:44]([O:46][CH2:47][CH:48]1[C:49]2[CH:50]=[CH:51][CH:52]=[CH:53][C:54]=2[C:55]2[C:60]1=[CH:59][CH:58]=[CH:57][CH:56]=2)=[O:45])=[O:7])([CH3:4])([CH3:2])[CH3:3]. The yield is 0.820. (2) The reactants are [CH3:1][C:2]1[C:7]([O:8][C:9]2[CH:14]=[CH:13][N:12]=[C:11]([C:15]3[CH:16]=[N:17][N:18]([CH3:20])[CH:19]=3)[CH:10]=2)=[C:6]([CH3:21])[N:5]=[C:4]([NH:22]C(=O)C)[CH:3]=1.Cl. The catalyst is C1COCC1. The product is [CH3:1][C:2]1[C:7]([O:8][C:9]2[CH:14]=[CH:13][N:12]=[C:11]([C:15]3[CH:16]=[N:17][N:18]([CH3:20])[CH:19]=3)[CH:10]=2)=[C:6]([CH3:21])[N:5]=[C:4]([NH2:22])[CH:3]=1. The yield is 0.730. (3) The reactants are [O:1]=[C:2]1[C:11]2[C:6](=[CH:7][CH:8]=[CH:9][CH:10]=2)[N:5]=[C:4]([CH2:12][CH2:13][CH2:14][C:15]([OH:17])=O)[NH:3]1.[N:18]1([C:24]2[C:28]3[CH:29]=[CH:30][CH:31]=[CH:32][C:27]=3[S:26][N:25]=2)[CH2:23][CH2:22][NH:21][CH2:20][CH2:19]1. No catalyst specified. The product is [S:26]1[C:27]2[CH:32]=[CH:31][CH:30]=[CH:29][C:28]=2[C:24]([N:18]2[CH2:19][CH2:20][N:21]([C:15](=[O:17])[CH2:14][CH2:13][CH2:12][C:4]3[NH:3][C:2](=[O:1])[C:11]4[C:6](=[CH:7][CH:8]=[CH:9][CH:10]=4)[N:5]=3)[CH2:22][CH2:23]2)=[N:25]1. The yield is 0.360.